Dataset: NCI-60 drug combinations with 297,098 pairs across 59 cell lines. Task: Regression. Given two drug SMILES strings and cell line genomic features, predict the synergy score measuring deviation from expected non-interaction effect. (1) Drug 1: CN(C)N=NC1=C(NC=N1)C(=O)N. Drug 2: CS(=O)(=O)CCNCC1=CC=C(O1)C2=CC3=C(C=C2)N=CN=C3NC4=CC(=C(C=C4)OCC5=CC(=CC=C5)F)Cl. Cell line: UACC62. Synergy scores: CSS=1.82, Synergy_ZIP=0.172, Synergy_Bliss=1.91, Synergy_Loewe=1.03, Synergy_HSA=1.05. (2) Cell line: SK-MEL-28. Drug 2: CC1=C2C(C(=O)C3(C(CC4C(C3C(C(C2(C)C)(CC1OC(=O)C(C(C5=CC=CC=C5)NC(=O)C6=CC=CC=C6)O)O)OC(=O)C7=CC=CC=C7)(CO4)OC(=O)C)O)C)OC(=O)C. Drug 1: C1=CC(=CC=C1CCC2=CNC3=C2C(=O)NC(=N3)N)C(=O)NC(CCC(=O)O)C(=O)O. Synergy scores: CSS=29.8, Synergy_ZIP=-6.29, Synergy_Bliss=2.22, Synergy_Loewe=3.00, Synergy_HSA=4.70. (3) Drug 1: B(C(CC(C)C)NC(=O)C(CC1=CC=CC=C1)NC(=O)C2=NC=CN=C2)(O)O. Drug 2: CCC1=C2CN3C(=CC4=C(C3=O)COC(=O)C4(CC)O)C2=NC5=C1C=C(C=C5)O. Cell line: SK-OV-3. Synergy scores: CSS=53.0, Synergy_ZIP=-0.191, Synergy_Bliss=0.872, Synergy_Loewe=-1.42, Synergy_HSA=1.65. (4) Drug 2: CC12CCC3C(C1CCC2OP(=O)(O)O)CCC4=C3C=CC(=C4)OC(=O)N(CCCl)CCCl.[Na+]. Cell line: SF-539. Synergy scores: CSS=-1.58, Synergy_ZIP=1.13, Synergy_Bliss=2.76, Synergy_Loewe=-2.37, Synergy_HSA=-2.12. Drug 1: CC1=CC=C(C=C1)C2=CC(=NN2C3=CC=C(C=C3)S(=O)(=O)N)C(F)(F)F.